This data is from Retrosynthesis with 50K atom-mapped reactions and 10 reaction types from USPTO. The task is: Predict the reactants needed to synthesize the given product. (1) Given the product CC(C)OCCOCCN1CCC(n2c(=O)[nH]c3ccccc32)CC1, predict the reactants needed to synthesize it. The reactants are: CC(C)OCCOCCCl.O=c1[nH]c2ccccc2n1C1CCNCC1. (2) The reactants are: CN(C(=O)Cl)C1c2ccccc2Oc2ccccc21.CN(C)N. Given the product CN(C)NC(=O)N(C)C1c2ccccc2Oc2ccccc21, predict the reactants needed to synthesize it.